This data is from Reaction yield outcomes from USPTO patents with 853,638 reactions. The task is: Predict the reaction yield, written as a fraction of the theoretical maximum amount of product (1.0 means a 100% yield; for example, 0.34 means a 34% yield). (1) The reactants are Cl.[CH3:2][CH:3]([CH3:10])[CH2:4][C:5](=[NH:9])[O:6][CH2:7][CH3:8].N1C=CC=CC=1.Cl[C:18]([O:20][CH2:21][CH3:22])=[O:19]. The catalyst is C(Cl)Cl.CCOC(C)=O. The product is [CH2:21]([O:20][C:18]([N:9]=[C:5]([O:6][CH2:7][CH3:8])[CH2:4][CH:3]([CH3:10])[CH3:2])=[O:19])[CH3:22]. The yield is 0.880. (2) The reactants are [CH2:1]([O:8][C:9]1[CH:14]=[CH:13][NH:12][C:11](=[O:15])[CH:10]=1)[C:2]1[CH:7]=[CH:6][CH:5]=[CH:4][CH:3]=1.Br[C:17]1[CH:22]=[CH:21][C:20]2[C:23]3[CH2:29][CH2:28][N:27]([C:30]([O:32][C:33]([CH3:36])([CH3:35])[CH3:34])=[O:31])[CH2:26][CH2:25][C:24]=3[O:37][C:19]=2[CH:18]=1.C([O-])([O-])=O.[Cs+].[Cs+].CN[C@@H]1CCCC[C@H]1NC. The catalyst is C1(C)C=CC=CC=1.[Cu]I. The product is [CH2:1]([O:8][C:9]1[CH:14]=[CH:13][N:12]([C:17]2[CH:22]=[CH:21][C:20]3[C:23]4[CH2:29][CH2:28][N:27]([C:30]([O:32][C:33]([CH3:35])([CH3:34])[CH3:36])=[O:31])[CH2:26][CH2:25][C:24]=4[O:37][C:19]=3[CH:18]=2)[C:11](=[O:15])[CH:10]=1)[C:2]1[CH:3]=[CH:4][CH:5]=[CH:6][CH:7]=1. The yield is 0.340. (3) The yield is 0.970. The product is [Cl:17][C:14]1[CH:13]=[CH:12][C:11]([N:9]2[CH:10]=[C:6]([C:4](=[O:5])[CH3:27])[N:7]=[C:8]2[C:18]2[CH:23]=[CH:22][C:21]([Cl:24])=[CH:20][C:19]=2[Cl:25])=[CH:16][CH:15]=1. The catalyst is C1COCC1.CCOCC. The reactants are CON(C)[C:4]([C:6]1[N:7]=[C:8]([C:18]2[CH:23]=[CH:22][C:21]([Cl:24])=[CH:20][C:19]=2[Cl:25])[N:9]([C:11]2[CH:16]=[CH:15][C:14]([Cl:17])=[CH:13][CH:12]=2)[CH:10]=1)=[O:5].[CH3:27][Mg]I.Cl. (4) The reactants are [CH3:1][N:2]([CH2:4][CH:5]1[CH2:10][CH2:9][N:8]([C:11]2[CH:12]=[C:13]([C:24](O)=[O:25])[C:14]3[C:15]([CH3:23])=[CH:16][N:17]([CH:20]([CH3:22])[CH3:21])[C:18]=3[CH:19]=2)[CH2:7][CH2:6]1)[CH3:3].[NH2:27][CH2:28][C:29]1[C:30](=[O:37])[NH:31][C:32]([CH3:36])=[CH:33][C:34]=1[CH3:35].CN1CCOCC1.ON1C2N=CC=CC=2N=N1.C(Cl)CCl. The catalyst is CS(C)=O. The product is [CH3:35][C:34]1[CH:33]=[C:32]([CH3:36])[NH:31][C:30](=[O:37])[C:29]=1[CH2:28][NH:27][C:24]([C:13]1[C:14]2[C:15]([CH3:23])=[CH:16][N:17]([CH:20]([CH3:21])[CH3:22])[C:18]=2[CH:19]=[C:11]([N:8]2[CH2:9][CH2:10][CH:5]([CH2:4][N:2]([CH3:1])[CH3:3])[CH2:6][CH2:7]2)[CH:12]=1)=[O:25]. The yield is 0.550. (5) The reactants are C[O:2][C:3](=[O:18])[CH:4]=[CH:5][CH:6]=[CH:7][CH2:8][S:9]([C:12]1[CH:17]=[CH:16][CH:15]=[CH:14][CH:13]=1)(=[O:11])=[O:10].[OH-].[Na+]. The catalyst is CO. The product is [C:12]1([S:9]([CH2:8][CH:7]=[CH:6][CH:5]=[CH:4][C:3]([OH:18])=[O:2])(=[O:11])=[O:10])[CH:13]=[CH:14][CH:15]=[CH:16][CH:17]=1. The yield is 0.870. (6) The reactants are [Cl-].C[Al](C)C.[C:6]([C:8]1[C:13]2[N:14]=[C:15]([C:17]([CH3:24])([CH3:23])[C:18]([O:20]CC)=O)[O:16][C:12]=2[C:11]([F:25])=[C:10]([C:26]2[CH:31]=[CH:30][CH:29]=[CH:28][CH:27]=2)[C:9]=1[CH3:32])#[N:7].[Cl-].[NH4+:34].[OH-].[Na+]. The catalyst is C1C=CC=CC=1.C(OCC)(=O)C.CCCCCC. The product is [C:6]([C:8]1[C:13]2[N:14]=[C:15]([C:17]([CH3:23])([CH3:24])[C:18]([NH2:34])=[O:20])[O:16][C:12]=2[C:11]([F:25])=[C:10]([C:26]2[CH:31]=[CH:30][CH:29]=[CH:28][CH:27]=2)[C:9]=1[CH3:32])#[N:7]. The yield is 0.380. (7) The reactants are Br[C:2]1[CH:3]=[CH:4][C:5](=[O:9])[N:6]([CH3:8])[CH:7]=1.[CH3:10][S:11]([NH:14][C:15]1[CH:16]=[C:17](B(O)O)[CH:18]=[CH:19][CH:20]=1)(=[O:13])=[O:12].CC([O-])=O.[K+]. The catalyst is O1CCOCC1.O.C1C=CC(P(C2C=CC=CC=2)[C-]2C=CC=C2)=CC=1.C1C=CC(P(C2C=CC=CC=2)[C-]2C=CC=C2)=CC=1.Cl[Pd]Cl.[Fe+2]. The product is [CH3:8][N:6]1[C:5](=[O:9])[CH:4]=[CH:3][C:2]([C:19]2[CH:20]=[C:15]([NH:14][S:11]([CH3:10])(=[O:12])=[O:13])[CH:16]=[CH:17][CH:18]=2)=[CH:7]1. The yield is 0.200. (8) The product is [N:7]1[C:6]2[CH:5]=[CH:4][CH:3]=[C:2]([NH:1][C:12]3[C:20]([N+:21]([O-:23])=[O:22])=[CH:19][CH:18]=[CH:17][C:13]=3[C:14]([OH:16])=[O:15])[C:10]=2[NH:9][CH:8]=1. The reactants are [NH2:1][C:2]1[C:10]2[NH:9][CH:8]=[N:7][C:6]=2[CH:5]=[CH:4][CH:3]=1.I[C:12]1[C:20]([N+:21]([O-:23])=[O:22])=[CH:19][CH:18]=[CH:17][C:13]=1[C:14]([OH:16])=[O:15]. No catalyst specified. The yield is 0.250.